From a dataset of HIV replication inhibition screening data with 41,000+ compounds from the AIDS Antiviral Screen. Binary Classification. Given a drug SMILES string, predict its activity (active/inactive) in a high-throughput screening assay against a specified biological target. The molecule is O=C(NC(CO)C(=O)NC1c2ccsc2C(=O)C1O)OCc1ccccc1. The result is 0 (inactive).